Dataset: Forward reaction prediction with 1.9M reactions from USPTO patents (1976-2016). Task: Predict the product of the given reaction. (1) Given the reactants Cl.Cl.[NH2:3][CH:4]1[CH2:9][CH2:8][N:7]([CH2:10][CH:11]2[C:21]3=[C:22]4[C:17](=[CH:18][CH:19]=[C:20]3F)[CH:16]=[CH:15][C:14](=[O:24])[N:13]4[CH2:12]2)[CH2:6][CH2:5]1.[CH3:25][O-:26].[Na+].[Cl-].[NH4+], predict the reaction product. The product is: [NH2:3][CH:4]1[CH2:9][CH2:8][N:7]([CH2:10][CH:11]2[C:21]3=[C:22]4[C:17](=[CH:18][CH:19]=[C:20]3[O:26][CH3:25])[CH:16]=[CH:15][C:14](=[O:24])[N:13]4[CH2:12]2)[CH2:6][CH2:5]1. (2) Given the reactants [C:1]([N:8]1[CH2:15][CH2:14][CH2:13][C@H:9]1[C:10]([OH:12])=[O:11])([O:3][C:4]([CH3:7])([CH3:6])[CH3:5])=[O:2].CCN=C=NCCCN(C)C.C1C=CC2N(O)N=NC=2C=1.O/[N:38]=[C:39](\[NH2:46])/[C:40]1[CH:45]=[CH:44][CH:43]=[N:42][CH:41]=1, predict the reaction product. The product is: [NH2:46]/[C:39](=[N:38]\[O:11][C:10]([C@@H:9]1[CH2:13][CH2:14][CH2:15][N:8]1[C:1]([O:3][C:4]([CH3:7])([CH3:6])[CH3:5])=[O:2])=[O:12])/[C:40]1[CH:41]=[N:42][CH:43]=[CH:44][CH:45]=1. (3) Given the reactants [F:1][C:2]([F:14])([F:13])[C:3]1[CH:12]=[CH:11][C:6]2[N:7]=[C:8]([NH2:10])[S:9][C:5]=2[CH:4]=1.[Cl:15][C:16]1[CH:17]=[C:18]([CH:22]=[C:23]([Cl:25])[CH:24]=1)[C:19](Cl)=[O:20].Br[CH:27]([CH2:32][CH3:33])[C:28]([O:30]C)=[O:29].COC1C=CC2N=C(N)SC=2C=1.ClC1C=C(C=CC=1)C(Cl)=O.BrCC(OCC)=O, predict the reaction product. The product is: [Cl:15][C:16]1[CH:17]=[C:18]([CH:22]=[C:23]([Cl:25])[CH:24]=1)[C:19]([N:10]=[C:8]1[N:7]([CH:27]([CH2:32][CH3:33])[C:28]([OH:30])=[O:29])[C:6]2[CH:11]=[CH:12][C:3]([C:2]([F:1])([F:13])[F:14])=[CH:4][C:5]=2[S:9]1)=[O:20]. (4) Given the reactants [NH2:1][C:2]1[S:3][C:4]([Br:7])=[N:5][N:6]=1.Cl[CH2:9][CH:10]=O.C(=O)(O)[O-].[Na+], predict the reaction product. The product is: [Br:7][C:4]1[S:3][C:2]2=[N:1][CH:9]=[CH:10][N:6]2[N:5]=1. (5) Given the reactants [NH2:1][CH2:2][CH:3]([OH:21])[CH2:4][CH2:5][N:6]1[CH2:11][CH2:10][CH:9]([O:12][C:13]2[CH:18]=[CH:17][C:16]([Cl:19])=[C:15]([Cl:20])[CH:14]=2)[CH2:8][CH2:7]1.[CH3:22][S:23]([C:26]1[CH:34]=[CH:33][CH:32]=[CH:31][C:27]=1[C:28](O)=[O:29])(=[O:25])=[O:24], predict the reaction product. The product is: [Cl:20][C:15]1[CH:14]=[C:13]([CH:18]=[CH:17][C:16]=1[Cl:19])[O:12][CH:9]1[CH2:8][CH2:7][N:6]([CH2:5][CH2:4][CH:3]([OH:21])[CH2:2][NH:1][C:28](=[O:29])[C:27]2[CH:31]=[CH:32][CH:33]=[CH:34][C:26]=2[S:23]([CH3:22])(=[O:25])=[O:24])[CH2:11][CH2:10]1. (6) Given the reactants CS([O:5][CH2:6][C:7]([S:10][C:11]1[N:19]([CH2:20][C:21]2[CH:26]=[CH:25][CH:24]=[C:23]([Br:27])[CH:22]=2)[C:18]2[C:17](=[O:28])[N:16]([CH3:29])[C:15](=[O:30])[N:14]([CH3:31])[C:13]=2[N:12]=1)([CH3:9])[CH3:8])(=O)=O.[Na].[CH2:33](O)[CH3:34], predict the reaction product. The product is: [Br:27][C:23]1[CH:22]=[C:21]([CH:26]=[CH:25][CH:24]=1)[CH2:20][N:19]1[C:18]2[C:17](=[O:28])[N:16]([CH3:29])[C:15](=[O:30])[N:14]([CH3:31])[C:13]=2[N:12]=[C:11]1[S:10][C:7]([CH3:9])([CH3:8])[CH2:6][O:5][CH2:33][CH3:34]. (7) Given the reactants [F:1][C:2]1[CH:7]=[CH:6][C:5](/[C:8](/[C:16]2[CH:17]=[N:18][C:19]([N:22]3[CH2:27][CH2:26][N:25]([C:28]4[C:33]5=[CH:34][C:35]([C:37]6[CH:38]=[N:39][N:40]([CH3:42])[CH:41]=6)=[CH:36][N:32]5[N:31]=[CH:30][N:29]=4)[CH2:24][CH2:23]3)=[N:20][CH:21]=2)=[N:9]/[S@:10]([C:12]([CH3:15])([CH3:14])[CH3:13])=[O:11])=[CH:4][CH:3]=1.[CH3:43][Mg]Br.[Cl-].[NH4+], predict the reaction product. The product is: [F:1][C:2]1[CH:7]=[CH:6][C:5]([C:8]([NH:9][S@:10]([C:12]([CH3:13])([CH3:14])[CH3:15])=[O:11])([C:16]2[CH:17]=[N:18][C:19]([N:22]3[CH2:27][CH2:26][N:25]([C:28]4[C:33]5=[CH:34][C:35]([C:37]6[CH:38]=[N:39][N:40]([CH3:42])[CH:41]=6)=[CH:36][N:32]5[N:31]=[CH:30][N:29]=4)[CH2:24][CH2:23]3)=[N:20][CH:21]=2)[CH3:43])=[CH:4][CH:3]=1. (8) Given the reactants [CH3:1][CH:2]([O:4][C:5]1[CH:10]=[CH:9][C:8]([C:11]2[O:15][N:14]=[C:13]([C:16]3[CH:24]=[CH:23][CH:22]=[C:21]4[C:17]=3[CH:18]=[CH:19][N:20]4[CH2:25][CH2:26][C:27]([O:29]CC)=[O:28])[N:12]=2)=[CH:7][C:6]=1[C:32]([F:35])([F:34])[F:33])[CH3:3].[OH-].[Na+:37], predict the reaction product. The product is: [CH3:3][CH:2]([O:4][C:5]1[CH:10]=[CH:9][C:8]([C:11]2[O:15][N:14]=[C:13]([C:16]3[CH:24]=[CH:23][CH:22]=[C:21]4[C:17]=3[CH:18]=[CH:19][N:20]4[CH2:25][CH2:26][C:27]([O-:29])=[O:28])[N:12]=2)=[CH:7][C:6]=1[C:32]([F:35])([F:34])[F:33])[CH3:1].[Na+:37].